Dataset: NCI-60 drug combinations with 297,098 pairs across 59 cell lines. Task: Regression. Given two drug SMILES strings and cell line genomic features, predict the synergy score measuring deviation from expected non-interaction effect. Drug 1: CS(=O)(=O)C1=CC(=C(C=C1)C(=O)NC2=CC(=C(C=C2)Cl)C3=CC=CC=N3)Cl. Drug 2: CC(C1=C(C=CC(=C1Cl)F)Cl)OC2=C(N=CC(=C2)C3=CN(N=C3)C4CCNCC4)N. Cell line: MCF7. Synergy scores: CSS=9.43, Synergy_ZIP=-3.20, Synergy_Bliss=3.03, Synergy_Loewe=-1.28, Synergy_HSA=2.77.